Dataset: Forward reaction prediction with 1.9M reactions from USPTO patents (1976-2016). Task: Predict the product of the given reaction. (1) Given the reactants Br[C:2]1[CH:25]=[CH:24][C:5]2[C:6]3[N:7]=[C:8]([C:14]4[N:15]([CH2:19][C:20]([F:23])([F:22])[F:21])[N:16]=[CH:17][N:18]=4)[S:9][C:10]=3[CH2:11][CH2:12][O:13][C:4]=2[CH:3]=1.[C:26]([O:30][C:31](=[O:51])[NH:32][C:33]([CH3:50])([CH3:49])[CH2:34][N:35]1[CH:39]=[C:38](B2OC(C)(C)C(C)(C)O2)[CH:37]=[N:36]1)([CH3:29])([CH3:28])[CH3:27], predict the reaction product. The product is: [C:26]([O:30][C:31](=[O:51])[NH:32][C:33]([CH3:50])([CH3:49])[CH2:34][N:35]1[CH:39]=[C:38]([C:2]2[CH:25]=[CH:24][C:5]3[C:6]4[N:7]=[C:8]([C:14]5[N:15]([CH2:19][C:20]([F:23])([F:21])[F:22])[N:16]=[CH:17][N:18]=5)[S:9][C:10]=4[CH2:11][CH2:12][O:13][C:4]=3[CH:3]=2)[CH:37]=[N:36]1)([CH3:29])([CH3:27])[CH3:28]. (2) Given the reactants Cl.[F:2][C:3]1([F:14])[CH2:7][NH:6][C@H:5]([CH:8]([CH3:13])[CH2:9][C:10]([OH:12])=[O:11])[CH2:4]1.Br[CH2:16][C:17]1[NH:22][C:21]([C:23]2[S:24][CH:25]=[CH:26][N:27]=2)=[N:20][C@@H:19]([C:28]2[CH:33]=[CH:32][C:31]([F:34])=[CH:30][C:29]=2[Cl:35])[C:18]=1[C:36]([O:38][CH2:39][CH3:40])=[O:37].C(=O)([O-])[O-].[K+].[K+], predict the reaction product. The product is: [Cl:35][C:29]1[CH:30]=[C:31]([F:34])[CH:32]=[CH:33][C:28]=1[C@@H:19]1[N:20]=[C:21]([C:23]2[S:24][CH:25]=[CH:26][N:27]=2)[NH:22][C:17]([CH2:16][N:6]2[CH2:7][C:3]([F:2])([F:14])[CH2:4][C@H:5]2[CH:8]([CH3:13])[CH2:9][C:10]([OH:12])=[O:11])=[C:18]1[C:36]([O:38][CH2:39][CH3:40])=[O:37]. (3) Given the reactants [Cl:1][C:2]1[C:7]([O:8][CH3:9])=[CH:6][CH:5]=[C:4]([Cl:10])[C:3]=1[NH:11][C:12](=O)[C:13]1[CH:18]=[C:17]([C:19]2[CH:24]=[CH:23][CH:22]=[C:21]([F:25])[CH:20]=2)[CH:16]=[CH:15][C:14]=1[F:26], predict the reaction product. The product is: [Cl:1][C:2]1[C:7]([O:8][CH3:9])=[CH:6][CH:5]=[C:4]([Cl:10])[C:3]=1[NH:11][CH2:12][C:13]1[CH:18]=[C:17]([C:19]2[CH:24]=[CH:23][CH:22]=[C:21]([F:25])[CH:20]=2)[CH:16]=[CH:15][C:14]=1[F:26]. (4) Given the reactants [F:1][C:2]1[CH:7]=[CH:6][C:5]([CH2:8][C:9]2[CH:18]=[C:17]3[C:12]([C:13]([OH:36])=[C:14]([C:31](OCC)=[O:32])[C:15](=[O:30])[N:16]3[CH2:19][CH2:20][CH2:21][N:22]3[CH2:28][CH2:27][CH2:26][CH2:25][CH2:24][C:23]3=[O:29])=[N:11][CH:10]=2)=[CH:4][CH:3]=1.[NH2:37][CH2:38][CH2:39][CH:40]([OH:42])[CH3:41], predict the reaction product. The product is: [F:1][C:2]1[CH:3]=[CH:4][C:5]([CH2:8][C:9]2[CH:18]=[C:17]3[C:12]([C:13]([OH:36])=[C:14]([C:31]([NH:37][CH2:38][CH2:39][CH:40]([OH:42])[CH3:41])=[O:32])[C:15](=[O:30])[N:16]3[CH2:19][CH2:20][CH2:21][N:22]3[CH2:28][CH2:27][CH2:26][CH2:25][CH2:24][C:23]3=[O:29])=[N:11][CH:10]=2)=[CH:6][CH:7]=1. (5) Given the reactants Br[C:2]1[CH:3]=[C:4]2[C:9](=[CH:10][CH:11]=1)[C:8](=[O:12])[NH:7][N:6]=[C:5]2[Cl:13].[CH3:14][N:15]1[CH2:20][CH2:19][N:18]([C:21]2[CH:22]=[C:23]([CH:26]=[CH:27][CH:28]=2)[CH2:24][NH2:25])[CH2:17][CH2:16]1.C1C=CC(P(C2C(C3C(P(C4C=CC=CC=4)C4C=CC=CC=4)=CC=C4C=3C=CC=C4)=C3C(C=CC=C3)=CC=2)C2C=CC=CC=2)=CC=1.CC([O-])(C)C.[Na+], predict the reaction product. The product is: [Cl:13][C:5]1[C:4]2[C:9](=[CH:10][CH:11]=[C:2]([NH:25][CH2:24][C:23]3[CH:26]=[CH:27][CH:28]=[C:21]([N:18]4[CH2:17][CH2:16][N:15]([CH3:14])[CH2:20][CH2:19]4)[CH:22]=3)[CH:3]=2)[C:8](=[O:12])[NH:7][N:6]=1. (6) Given the reactants [C:1]12([C:11]3[CH:12]=[C:13]([C:19]4[CH:20]=[C:21]([CH:31]=[CH:32][CH:33]=4)[CH:22]=[C:23]4[S:27][C:26](SC)=[N:25][C:24]4=[O:30])[CH:14]=[C:15]([F:18])[C:16]=3[OH:17])[CH2:10][CH:5]3[CH2:6][CH:7]([CH2:9][CH:3]([CH2:4]3)[CH2:2]1)[CH2:8]2.[NH2:34][N:35]1[CH2:40][CH2:39][O:38][CH2:37][CH2:36]1, predict the reaction product. The product is: [C:1]12([C:11]3[CH:12]=[C:13]([C:19]4[CH:20]=[C:21]([CH:31]=[CH:32][CH:33]=4)[CH:22]=[C:23]4[S:27][C:26]([NH:34][N:35]5[CH2:40][CH2:39][O:38][CH2:37][CH2:36]5)=[N:25][C:24]4=[O:30])[CH:14]=[C:15]([F:18])[C:16]=3[OH:17])[CH2:2][CH:3]3[CH2:4][CH:5]([CH2:6][CH:7]([CH2:9]3)[CH2:8]1)[CH2:10]2. (7) Given the reactants [CH3:1][C:2]1[C:6]2[CH:7]=[C:8]([C:11]3[NH:12][C:13]4[N:14]([N:18]=[CH:19][C:20]=4[C:21]#[N:22])[C:15](=[O:17])[CH:16]=3)[CH:9]=[CH:10][C:5]=2[O:4][N:3]=1.S(=O)(=O)(O)[OH:24], predict the reaction product. The product is: [CH3:1][C:2]1[C:6]2[CH:7]=[C:8]([C:11]3[NH:12][C:13]4[N:14]([N:18]=[CH:19][C:20]=4[C:21]([NH2:22])=[O:24])[C:15](=[O:17])[CH:16]=3)[CH:9]=[CH:10][C:5]=2[O:4][N:3]=1.